Dataset: Full USPTO retrosynthesis dataset with 1.9M reactions from patents (1976-2016). Task: Predict the reactants needed to synthesize the given product. Given the product [CH3:20][N:19]([CH3:24])[C:14](=[O:15])[CH2:13][P:5](=[O:6])([O:7][CH2:8][C:9]([F:12])([F:11])[F:10])[O:4][CH2:3][C:2]([F:18])([F:17])[F:1], predict the reactants needed to synthesize it. The reactants are: [F:1][C:2]([F:18])([F:17])[CH2:3][O:4][P:5]([CH2:13][C:14](O)=[O:15])([O:7][CH2:8][C:9]([F:12])([F:11])[F:10])=[O:6].[N:19]1[CH:24]=CC=C[CH:20]=1.CC(OC(OC(OC(C)(C)C)=O)=O)(C)C.CNC.